Dataset: Forward reaction prediction with 1.9M reactions from USPTO patents (1976-2016). Task: Predict the product of the given reaction. (1) Given the reactants [CH3:1][C:2]1[N:7]=[C:6]([CH2:8][C:9]([O:11][CH2:12][CH3:13])=[O:10])[CH:5]=[CH:4][C:3]=1[N+:14]([O-])=O.[H][H], predict the reaction product. The product is: [NH2:14][C:3]1[CH:4]=[CH:5][C:6]([CH2:8][C:9]([O:11][CH2:12][CH3:13])=[O:10])=[N:7][C:2]=1[CH3:1]. (2) Given the reactants [CH2:1]([P:3]([OH:9])([CH2:5][C:6]([OH:8])=[O:7])=[O:4])[CH3:2].[OH-].[Na+:11], predict the reaction product. The product is: [Na+:11].[CH2:1]([P:3]([OH:9])([CH2:5][C:6]([O-:8])=[O:7])=[O:4])[CH3:2]. (3) Given the reactants [CH3:1][C:2]([CH3:9])([CH2:7][CH3:8])[C:3]([NH:5][NH2:6])=O.CO[C:12]1[CH2:17][CH:16]([C:18]2[O:22][N:21]=[C:20]([C:23]3[CH:28]=[CH:27][CH:26]=[CH:25][CH:24]=3)[N:19]=2)[CH2:15][CH2:14][N:13]=1.C(=O)(O)[O-].[Na+], predict the reaction product. The product is: [CH3:1][C:2]([C:3]1[N:13]2[CH2:12][CH2:17][CH:16]([C:18]3[O:22][N:21]=[C:20]([C:23]4[CH:28]=[CH:27][CH:26]=[CH:25][CH:24]=4)[N:19]=3)[CH2:15][C:14]2=[N:6][N:5]=1)([CH3:9])[CH2:7][CH3:8]. (4) Given the reactants [C:1](Cl)(=[O:5])[C:2](Cl)=[O:3].ClCCl.[Cl:10][C:11]1[CH:16]=[CH:15][C:14]([C@H:17]2[NH:22][C@@H:21]([C@@H:23]([OH:25])[CH3:24])[CH2:20][O:19][CH2:18]2)=[CH:13][CH:12]=1.N1C=CC=CC=1, predict the reaction product. The product is: [Cl:10][C:11]1[CH:12]=[CH:13][C:14]([C@@H:17]2[CH2:18][O:19][CH2:20][C@@H:21]3[C@H:23]([CH3:24])[O:25][C:1](=[O:5])[C:2](=[O:3])[N:22]23)=[CH:15][CH:16]=1. (5) Given the reactants CC(OC(=O)[NH:7][C:8]([N:17]1[CH2:22][CH2:21][CH:20]([C:23]([N:25]2[CH2:29][C@@H:28]([CH:30]3[CH2:35][CH2:34][N:33]([S:36]([CH3:39])(=[O:38])=[O:37])[CH2:32][CH2:31]3)[CH2:27][C@H:26]2[C:40]2[NH:41][C:42]([C:45]3[CH:50]=[CH:49][C:48]([NH:51][C:52]([O:54][CH3:55])=[O:53])=[CH:47][CH:46]=3)=[CH:43][N:44]=2)=[O:24])[CH2:19][CH2:18]1)=[N:9]C(=O)OC(C)(C)C)(C)C.FC(F)(F)C(O)=O.[Cl:64]CCl, predict the reaction product. The product is: [ClH:64].[ClH:64].[C:8]([N:17]1[CH2:18][CH2:19][CH:20]([C:23]([N:25]2[CH2:29][C@@H:28]([CH:30]3[CH2:31][CH2:32][N:33]([S:36]([CH3:39])(=[O:38])=[O:37])[CH2:34][CH2:35]3)[CH2:27][C@H:26]2[C:40]2[NH:41][C:42]([C:45]3[CH:50]=[CH:49][C:48]([NH:51][C:52](=[O:53])[O:54][CH3:55])=[CH:47][CH:46]=3)=[CH:43][N:44]=2)=[O:24])[CH2:21][CH2:22]1)(=[NH:7])[NH2:9]. (6) Given the reactants [Cl:1][C:2]1[CH:22]=[CH:21][CH:20]=[CH:19][C:3]=1[CH2:4][O:5][C:6]1[CH:11]=[CH:10][C:9]([N+:12]([O-])=O)=[CH:8][C:7]=1[C:15](=[O:18])[CH2:16][CH3:17].S(S([O-])=O)([O-])=O.[Na+].[Na+], predict the reaction product. The product is: [NH2:12][C:9]1[CH:10]=[CH:11][C:6]([O:5][CH2:4][C:3]2[CH:19]=[CH:20][CH:21]=[CH:22][C:2]=2[Cl:1])=[C:7]([C:15](=[O:18])[CH2:16][CH3:17])[CH:8]=1. (7) Given the reactants C1C2C(OC(=O)[N:16](C)[C@@H:17]([CH2:40][S:41][CH2:42][C@H:43]([NH:58][C:59](=[O:71])[CH2:60][CH2:61][CH2:62][CH2:63][CH2:64][CH2:65][CH2:66][CH2:67][CH2:68][CH2:69][CH3:70])[CH2:44][O:45][CH2:46][CH2:47][CH2:48][CH2:49][CH2:50][CH2:51][CH2:52][CH2:53][CH2:54][CH2:55][CH2:56][CH3:57])[C:18](=[O:39])[NH:19][CH2:20][CH2:21][O:22][CH2:23][CH2:24][O:25][CH2:26][CH2:27][O:28][CH2:29][CH2:30][P:31]([O:36][CH2:37][CH3:38])([O:33][CH2:34][CH3:35])=[O:32])C3C(=CC=CC=3)C=2C=CC=1.N1CCCCC1, predict the reaction product. The product is: [NH2:16][C@@H:17]([CH2:40][S:41][CH2:42][C@H:43]([NH:58][C:59](=[O:71])[CH2:60][CH2:61][CH2:62][CH2:63][CH2:64][CH2:65][CH2:66][CH2:67][CH2:68][CH2:69][CH3:70])[CH2:44][O:45][CH2:46][CH2:47][CH2:48][CH2:49][CH2:50][CH2:51][CH2:52][CH2:53][CH2:54][CH2:55][CH2:56][CH3:57])[C:18](=[O:39])[NH:19][CH2:20][CH2:21][O:22][CH2:23][CH2:24][O:25][CH2:26][CH2:27][O:28][CH2:29][CH2:30][P:31](=[O:32])([O:36][CH2:37][CH3:38])[O:33][CH2:34][CH3:35]. (8) Given the reactants Cl.Cl.[O:3]1[C:12]2[C:7](=[CH:8][CH:9]=[CH:10][CH:11]=2)[C@H:6]([NH:13][C:14]([C@@H:16]2[CH2:21][N:20]3[CH2:22][C@H:23]([O:25][CH2:26][CH3:27])[CH2:24][C@@H:19]3[CH2:18][NH:17]2)=[O:15])[CH2:5][CH2:4]1.[C:28]([O:32][C:33]([NH:35][C@@H:36]([C:40]1[CH:45]=[CH:44][C:43]([F:46])=[CH:42][CH:41]=1)[C:37](O)=[O:38])=[O:34])([CH3:31])([CH3:30])[CH3:29].F[P-](F)(F)(F)(F)F.N1(OC(N(C)C)=[N+](C)C)C2N=CC=CC=2N=N1.C(N(C(C)C)C(C)C)C, predict the reaction product. The product is: [C:28]([O:32][C:33](=[O:34])[NH:35][C@@H:36]([C:40]1[CH:45]=[CH:44][C:43]([F:46])=[CH:42][CH:41]=1)[C:37]([N:17]1[C@H:16]([C:14](=[O:15])[NH:13][C@H:6]2[C:7]3[C:12](=[CH:11][CH:10]=[CH:9][CH:8]=3)[O:3][CH2:4][CH2:5]2)[CH2:21][N:20]2[CH2:22][C@H:23]([O:25][CH2:26][CH3:27])[CH2:24][C@@H:19]2[CH2:18]1)=[O:38])([CH3:31])([CH3:29])[CH3:30]. (9) Given the reactants [F:1][C:2]1[CH:7]=[C:6]([F:8])[CH:5]=[CH:4][C:3]=1[C@@:9]1([NH:21][C:22]([NH:24][C:25](=[O:32])[C:26]2[CH:31]=[CH:30][CH:29]=[CH:28][CH:27]=2)=[S:23])[C@H:14]([CH2:15]O)[CH2:13][C@H:12]([C:17]2([CH3:20])[CH2:19][CH2:18]2)[O:11][CH2:10]1.C(OC[C@@H]1OC[C@]2(C3C=CC(F)=CC=3F)N=C(NC(=O)C3C=CC=CC=3)SC[C@@H]2C1)C1C=CC=CC=1, predict the reaction product. The product is: [F:1][C:2]1[CH:7]=[C:6]([F:8])[CH:5]=[CH:4][C:3]=1[C@:9]12[CH2:10][O:11][C@@H:12]([C:17]3([CH3:20])[CH2:18][CH2:19]3)[CH2:13][C@H:14]1[CH2:15][S:23][C:22]([NH:24][C:25](=[O:32])[C:26]1[CH:27]=[CH:28][CH:29]=[CH:30][CH:31]=1)=[N:21]2. (10) Given the reactants [CH2:1]([N:3]([CH2:38][CH3:39])[CH2:4][CH2:5][CH2:6][NH:7][C:8]1[N:9]=[C:10]([C:27]2[CH:28]=[C:29]([CH:33]=[C:34]([F:37])[C:35]=2[CH3:36])[C:30]([OH:32])=O)[C:11]2[CH:17]=[CH:16][C:15](=[O:18])[N:14]([C:19]3[C:24]([F:25])=[CH:23][CH:22]=[CH:21][C:20]=3[F:26])[C:12]=2[N:13]=1)[CH3:2].CN(C(ON1N=NC2C=CC=CC1=2)=[N+](C)C)C.F[P-](F)(F)(F)(F)F.C(N(CC)CC)C.[C:71]([NH2:75])([CH3:74])([CH3:73])[CH3:72], predict the reaction product. The product is: [CH2:38]([N:3]([CH2:1][CH3:2])[CH2:4][CH2:5][CH2:6][NH:7][C:8]1[N:9]=[C:10]([C:27]2[CH:28]=[C:29]([CH:33]=[C:34]([F:37])[C:35]=2[CH3:36])[C:30]([NH:75][C:71]([CH3:74])([CH3:73])[CH3:72])=[O:32])[C:11]2[CH:17]=[CH:16][C:15](=[O:18])[N:14]([C:19]3[C:20]([F:26])=[CH:21][CH:22]=[CH:23][C:24]=3[F:25])[C:12]=2[N:13]=1)[CH3:39].